This data is from Catalyst prediction with 721,799 reactions and 888 catalyst types from USPTO. The task is: Predict which catalyst facilitates the given reaction. (1) Reactant: [NH:1]1[C:5]2[CH:6]=[CH:7][CH:8]=[CH:9][C:4]=2[N:3]=[C:2]1[CH2:10][N:11]([CH2:22][C:23]1[CH:30]=[CH:29][C:26]([CH:27]=O)=[CH:25][CH:24]=1)[CH:12]1[C:21]2[N:20]=[CH:19][CH:18]=[CH:17][C:16]=2[CH2:15][CH2:14][CH2:13]1.[NH:31]1[CH2:35][CH2:34][CH2:33][CH2:32]1.CC(O)=O.[BH-](OC(C)=O)(OC(C)=O)OC(C)=O.[Na+]. Product: [NH:1]1[C:5]2[CH:6]=[CH:7][CH:8]=[CH:9][C:4]=2[N:3]=[C:2]1[CH2:10][N:11]([CH2:22][C:23]1[CH:30]=[CH:29][C:26]([CH2:27][N:31]2[CH2:35][CH2:34][CH2:33][CH2:32]2)=[CH:25][CH:24]=1)[CH:12]1[C:21]2[N:20]=[CH:19][CH:18]=[CH:17][C:16]=2[CH2:15][CH2:14][CH2:13]1. The catalyst class is: 1. (2) Reactant: C([O:8][C:9]1[CH:10]=[C:11]2[C:15](=[CH:16][CH:17]=1)[CH2:14][N:13]([C:18]1[CH:23]=[CH:22][C:21]([O:24]CC3C=CC=CC=3)=[CH:20][CH:19]=1)[CH2:12]2)C1C=CC=CC=1. Product: [OH:8][C:9]1[CH:10]=[C:11]2[C:15](=[CH:16][CH:17]=1)[CH2:14][N:13]([C:18]1[CH:23]=[CH:22][C:21]([OH:24])=[CH:20][CH:19]=1)[CH2:12]2. The catalyst class is: 67. (3) Reactant: [Br:1][C:2]1[C:3]([C:17]([F:20])([F:19])[F:18])=[CH:4][C:5]([N+:14]([O-:16])=[O:15])=[C:6]([N:8]([CH3:13])[CH:9]([CH3:12])[CH2:10]O)[CH:7]=1.N1C=CC=CC=1.S(Cl)([Cl:29])=O. Product: [Br:1][C:2]1[C:3]([C:17]([F:20])([F:19])[F:18])=[CH:4][C:5]([N+:14]([O-:16])=[O:15])=[C:6]([CH:7]=1)[N:8]([CH:9]([CH3:12])[CH2:10][Cl:29])[CH3:13]. The catalyst class is: 2.